Dataset: NCI-60 drug combinations with 297,098 pairs across 59 cell lines. Task: Regression. Given two drug SMILES strings and cell line genomic features, predict the synergy score measuring deviation from expected non-interaction effect. (1) Drug 1: CC1=C(C=C(C=C1)NC2=NC=CC(=N2)N(C)C3=CC4=NN(C(=C4C=C3)C)C)S(=O)(=O)N.Cl. Drug 2: COC1=C(C=C2C(=C1)N=CN=C2NC3=CC(=C(C=C3)F)Cl)OCCCN4CCOCC4. Cell line: RPMI-8226. Synergy scores: CSS=13.0, Synergy_ZIP=9.20, Synergy_Bliss=10.5, Synergy_Loewe=-6.76, Synergy_HSA=4.25. (2) Drug 1: CS(=O)(=O)C1=CC(=C(C=C1)C(=O)NC2=CC(=C(C=C2)Cl)C3=CC=CC=N3)Cl. Drug 2: C1=NC2=C(N1)C(=S)N=CN2. Cell line: KM12. Synergy scores: CSS=28.1, Synergy_ZIP=-8.62, Synergy_Bliss=-10.3, Synergy_Loewe=-23.1, Synergy_HSA=-5.85. (3) Drug 1: C1=NC2=C(N=C(N=C2N1C3C(C(C(O3)CO)O)O)F)N. Drug 2: N.N.Cl[Pt+2]Cl. Cell line: DU-145. Synergy scores: CSS=55.5, Synergy_ZIP=0.510, Synergy_Bliss=-1.43, Synergy_Loewe=-0.483, Synergy_HSA=1.46.